This data is from NCI-60 drug combinations with 297,098 pairs across 59 cell lines. The task is: Regression. Given two drug SMILES strings and cell line genomic features, predict the synergy score measuring deviation from expected non-interaction effect. (1) Drug 1: COC1=C(C=C2C(=C1)N=CN=C2NC3=CC(=C(C=C3)F)Cl)OCCCN4CCOCC4. Drug 2: CC1=C2C(C(=O)C3(C(CC4C(C3C(C(C2(C)C)(CC1OC(=O)C(C(C5=CC=CC=C5)NC(=O)OC(C)(C)C)O)O)OC(=O)C6=CC=CC=C6)(CO4)OC(=O)C)O)C)O. Cell line: T-47D. Synergy scores: CSS=34.2, Synergy_ZIP=1.20, Synergy_Bliss=3.19, Synergy_Loewe=3.32, Synergy_HSA=5.62. (2) Drug 1: CC1CCC2CC(C(=CC=CC=CC(CC(C(=O)C(C(C(=CC(C(=O)CC(OC(=O)C3CCCCN3C(=O)C(=O)C1(O2)O)C(C)CC4CCC(C(C4)OC)O)C)C)O)OC)C)C)C)OC. Drug 2: CC12CCC3C(C1CCC2O)C(CC4=C3C=CC(=C4)O)CCCCCCCCCS(=O)CCCC(C(F)(F)F)(F)F. Cell line: SR. Synergy scores: CSS=4.27, Synergy_ZIP=-2.38, Synergy_Bliss=-4.08, Synergy_Loewe=-3.04, Synergy_HSA=-2.95. (3) Drug 1: C1=NC2=C(N=C(N=C2N1C3C(C(C(O3)CO)O)O)F)N. Drug 2: CC1=C2C(C(=O)C3(C(CC4C(C3C(C(C2(C)C)(CC1OC(=O)C(C(C5=CC=CC=C5)NC(=O)C6=CC=CC=C6)O)O)OC(=O)C7=CC=CC=C7)(CO4)OC(=O)C)O)C)OC(=O)C. Cell line: A498. Synergy scores: CSS=10.8, Synergy_ZIP=-3.48, Synergy_Bliss=-1.70, Synergy_Loewe=-22.4, Synergy_HSA=-2.53.